Predict the reaction yield, written as a fraction of the theoretical maximum amount of product (1.0 means a 100% yield; for example, 0.34 means a 34% yield). From a dataset of Reaction yield outcomes from USPTO patents with 853,638 reactions. The reactants are [NH2:1][C:2]1[CH:3]=[C:4]([CH2:8][C:9]([NH:11][C:12]2[C:20]3[C:15](=[CH:16][CH:17]=[C:18]([N:21]4[CH2:25][CH2:24][CH2:23][S:22]4(=[O:27])=[O:26])[CH:19]=3)[NH:14][N:13]=2)=[O:10])[CH:5]=[CH:6][CH:7]=1.[CH:28](=O)[CH3:29].C(O[BH-](OC(=O)C)OC(=O)C)(=O)C.[Na+].C(O)(=O)C. The catalyst is CN(C)C=O. The product is [O:26]=[S:22]1(=[O:27])[CH2:23][CH2:24][CH2:25][N:21]1[C:18]1[CH:19]=[C:20]2[C:15](=[CH:16][CH:17]=1)[NH:14][N:13]=[C:12]2[NH:11][C:9](=[O:10])[CH2:8][C:4]1[CH:5]=[CH:6][CH:7]=[C:2]([NH:1][CH2:28][CH3:29])[CH:3]=1. The yield is 0.310.